From a dataset of Forward reaction prediction with 1.9M reactions from USPTO patents (1976-2016). Predict the product of the given reaction. (1) Given the reactants [CH:1]1([C:6]([OH:8])=O)[CH2:5][CH:4]=[CH:3][CH2:2]1.CN(C=O)C.[C:14](Cl)(=[O:18])[C:15](Cl)=O.[CH2:20](N(CC)CC)[CH3:21], predict the reaction product. The product is: [CH2:20]([O:8][C:6]1[C:1]2([CH2:2][CH:3]=[CH:4][CH2:5]2)[C:14](=[O:18])[CH:15]=1)[CH3:21]. (2) Given the reactants [O:1]1[CH2:6][CH2:5][O:4][CH2:3][CH:2]1[CH2:7][N:8]1[CH2:14][CH2:13][C:12]2[CH:15]=[CH:16][C:17]([NH2:19])=[CH:18][C:11]=2[CH2:10][CH2:9]1.O1CCOCC1CN1CCC2C=C(OC)C(N)=CC=2CC1.Cl[C:42]1[N:47]=[C:46]([NH:48][C:49]2[CH:54]=[CH:53][CH:52]=[CH:51][C:50]=2[S:55]([N:58]([CH3:60])[CH3:59])(=[O:57])=[O:56])[C:45]([Cl:61])=[CH:44][N:43]=1, predict the reaction product. The product is: [Cl:61][C:45]1[C:46]([NH:48][C:49]2[CH:54]=[CH:53][CH:52]=[CH:51][C:50]=2[S:55]([N:58]([CH3:60])[CH3:59])(=[O:57])=[O:56])=[N:47][C:42]([NH:19][C:17]2[CH:16]=[CH:15][C:12]3[CH2:13][CH2:14][N:8]([CH2:7][CH:2]4[CH2:3][O:4][CH2:5][CH2:6][O:1]4)[CH2:9][CH2:10][C:11]=3[CH:18]=2)=[N:43][CH:44]=1.